From a dataset of Reaction yield outcomes from USPTO patents with 853,638 reactions. Predict the reaction yield, written as a fraction of the theoretical maximum amount of product (1.0 means a 100% yield; for example, 0.34 means a 34% yield). (1) The reactants are [NH2:1][C:2]1[CH:3]=[CH:4][C:5]([CH3:22])=[C:6]([NH:8][C:9]2[N:10]=[CH:11][C:12]3[N:17]=[C:16]([NH:18][C:19](=[O:21])[CH3:20])[S:15][C:13]=3[N:14]=2)[CH:7]=1.[Cl:23][C:24]1[C:32]([C:33]([F:36])([F:35])[F:34])=[CH:31][CH:30]=[CH:29][C:25]=1[C:26](O)=[O:27].F[P-](F)(F)(F)(F)F.N1(OC(N(C)C)=[N+](C)C)C2N=CC=CC=2N=N1.C(=O)([O-])O.[Na+]. The catalyst is N1C=CC=CC=1. The product is [C:19]([NH:18][C:16]1[S:15][C:13]2[N:14]=[C:9]([NH:8][C:6]3[CH:7]=[C:2]([NH:1][C:26](=[O:27])[C:25]4[CH:29]=[CH:30][CH:31]=[C:32]([C:33]([F:34])([F:35])[F:36])[C:24]=4[Cl:23])[CH:3]=[CH:4][C:5]=3[CH3:22])[N:10]=[CH:11][C:12]=2[N:17]=1)(=[O:21])[CH3:20]. The yield is 0.770. (2) The reactants are [C:1]([O:5][CH:6]([C:12]1[C:16]([C:17]2[CH:18]=[CH:19][C:20]3[O:25][CH2:24][CH2:23][CH2:22][C:21]=3[CH:26]=2)=[C:15](Cl)[S:14][C:13]=1[CH3:28])[C:7]([O:9][CH2:10][CH3:11])=[O:8])([CH3:4])([CH3:3])[CH3:2].[CH3:29][C:30]1[CH:35]=[C:34](B2OC(C)(C)C(C)(C)O2)[CH:33]=[CH:32][N:31]=1.C(=O)([O-])[O-].[K+].[K+]. The catalyst is C1(C)C=CC=CC=1.CO.C(C1C=CC=C(C(C)C)C=1N1C=CN(C2C(C(C)C)=CC=CC=2C(C)C)C1=[Pd-3](Cl)(Cl)C1C(Cl)=CC=CN=1)(C)C. The product is [C:1]([O:5][CH:6]([C:12]1[C:16]([C:17]2[CH:18]=[CH:19][C:20]3[O:25][CH2:24][CH2:23][CH2:22][C:21]=3[CH:26]=2)=[C:15]([C:34]2[CH:33]=[CH:32][N:31]=[C:30]([CH3:29])[CH:35]=2)[S:14][C:13]=1[CH3:28])[C:7]([O:9][CH2:10][CH3:11])=[O:8])([CH3:4])([CH3:3])[CH3:2]. The yield is 0.920. (3) The reactants are [OH-].[Na+].[Br:3][C:4]1[CH:5]=[C:6]([C:21]([O:23]C)=[O:22])[CH:7]=[C:8]2[C:13]=1[O:12][C:11]([N:14]1[CH2:19][CH2:18][O:17][CH2:16][CH2:15]1)=[CH:10][C:9]2=[O:20].Cl. The catalyst is CO.C(Cl)Cl. The product is [Br:3][C:4]1[CH:5]=[C:6]([C:21]([OH:23])=[O:22])[CH:7]=[C:8]2[C:13]=1[O:12][C:11]([N:14]1[CH2:19][CH2:18][O:17][CH2:16][CH2:15]1)=[CH:10][C:9]2=[O:20]. The yield is 0.980. (4) The reactants are C[C:2]1[N:3]=[CH:4][C:5]([C:8](O)=O)=[N:6][CH:7]=1.C([N:14]([CH:17](C)C)CC)(C)C.C1(P(N=[N+]=[N-])(C2C=CC=CC=2)=[O:27])C=CC=CC=1.[CH2:37]([N:44]([CH2:46][C:47]1[CH:52]=[CH:51][C:50]([NH2:53])=[C:49]([O:54][CH3:55])[CH:48]=1)[CH3:45])[C:38]1[CH:43]=[CH:42][CH:41]=[CH:40][CH:39]=1. The catalyst is C1(C)C=CC=CC=1.CCOC(C)=O. The product is [CH2:37]([N:44]([CH2:46][C:47]1[CH:52]=[CH:51][C:50]([NH:53][C:17]([NH:14][C:2]2[CH:7]=[N:6][C:5]([CH3:8])=[CH:4][N:3]=2)=[O:27])=[C:49]([O:54][CH3:55])[CH:48]=1)[CH3:45])[C:38]1[CH:43]=[CH:42][CH:41]=[CH:40][CH:39]=1. The yield is 0.400. (5) The reactants are [CH3:1][O:2][C:3](=[O:21])[C:4]1[CH:9]=[C:8]([NH2:10])[C:7]([NH2:11])=[C:6]([F:12])[C:5]=1[NH:13][C:14]1[CH:19]=[CH:18][CH:17]=[CH:16][C:15]=1[Cl:20].[C:22](O)(=O)C.C(N)=N. The catalyst is CCO.C(OCC)(=O)C. The product is [CH3:1][O:2][C:3]([C:4]1[C:5]([NH:13][C:14]2[CH:19]=[CH:18][CH:17]=[CH:16][C:15]=2[Cl:20])=[C:6]([F:12])[C:7]2[N:11]=[CH:22][NH:10][C:8]=2[CH:9]=1)=[O:21]. The yield is 0.850. (6) The yield is 0.350. The reactants are [CH3:1][N:2]1[CH2:8][CH2:7][CH2:6][NH:5][CH2:4][CH2:3]1.[C:9]1([CH2:15][N:16]2[CH2:21][CH2:20][C:19](=O)[CH2:18][CH2:17]2)[CH:14]=[CH:13][CH:12]=[CH:11][CH:10]=1. The product is [CH3:1][N:2]1[CH2:8][CH2:7][CH2:6][N:5]([CH:19]2[CH2:18][CH2:17][N:16]([CH2:15][C:9]3[CH:14]=[CH:13][CH:12]=[CH:11][CH:10]=3)[CH2:21][CH2:20]2)[CH2:4][CH2:3]1. No catalyst specified. (7) The reactants are [C:1]([C:5]1[CH:15]=[CH:14][CH:13]=[CH:12][C:6]=1[O:7][CH:8]1[CH2:11][NH:10][CH2:9]1)([CH3:4])([CH3:3])[CH3:2].C(N(CC)CC)C.[CH3:23][C:24]1[O:28][N:27]=[C:26]([C:29](Cl)=[O:30])[CH:25]=1. The catalyst is C(Cl)Cl. The product is [C:1]([C:5]1[CH:15]=[CH:14][CH:13]=[CH:12][C:6]=1[O:7][CH:8]1[CH2:9][N:10]([C:29]([C:26]2[CH:25]=[C:24]([CH3:23])[O:28][N:27]=2)=[O:30])[CH2:11]1)([CH3:4])([CH3:2])[CH3:3]. The yield is 0.830. (8) The reactants are Cl.[CH3:2][O:3][C:4](=[O:27])[C@H:5]([CH2:7][C:8]1[CH:13]=[CH:12][C:11]([C:14]2[C:15](=[O:26])[N:16]([CH3:25])[C:17]([CH3:24])=[CH:18][C:19]=2[C:20]([F:23])([F:22])[F:21])=[CH:10][CH:9]=1)[NH2:6].[Cl:28][C:29]1[CH:37]=[CH:36][CH:35]=[C:34]([CH3:38])[C:30]=1[C:31](O)=[O:32].CN(C(ON1N=NC2C=CC=CC1=2)=[N+](C)C)C.F[P-](F)(F)(F)(F)F.CCN(C(C)C)C(C)C. The catalyst is CN(C=O)C.O. The product is [CH3:2][O:3][C:4](=[O:27])[C@H:5]([CH2:7][C:8]1[CH:9]=[CH:10][C:11]([C:14]2[C:15](=[O:26])[N:16]([CH3:25])[C:17]([CH3:24])=[CH:18][C:19]=2[C:20]([F:21])([F:22])[F:23])=[CH:12][CH:13]=1)[NH:6][C:31]([C:30]1[C:34]([CH3:38])=[CH:35][CH:36]=[CH:37][C:29]=1[Cl:28])=[O:32]. The yield is 0.750.